This data is from Catalyst prediction with 721,799 reactions and 888 catalyst types from USPTO. The task is: Predict which catalyst facilitates the given reaction. Reactant: [Cl:1][C:2]1[N:3]=[CH:4][NH:5][C:6]=1[Cl:7].[OH-].[K+].[Br:10][CH2:11][CH3:12].[K+].[Br-].Br[CH2:16][CH2:17][C:18]1[CH:27]=[CH:26][C:25]2[C:20](=[CH:21][CH:22]=[CH:23][CH:24]=2)[CH:19]=1. Product: [Br-:10].[CH2:16]([N+:3]1[C:2]([Cl:1])=[C:6]([Cl:7])[N:5]([C:18]2([CH2:17][CH3:16])[CH:27]=[CH:26][C:25]3[C:20](=[CH:21][CH:22]=[CH:23][CH:24]=3)[CH2:19]2)[CH:4]=1)[CH2:17][CH2:18][CH2:19][CH2:20][CH2:21][CH2:22][CH2:11][CH3:12]. The catalyst class is: 10.